Dataset: Full USPTO retrosynthesis dataset with 1.9M reactions from patents (1976-2016). Task: Predict the reactants needed to synthesize the given product. Given the product [C:18]([O:37][CH2:2][CH2:3][O:4][C:5]1[CH:6]=[C:7]([N+:15]([O-:17])=[O:16])[C:8]([CH:9]=[O:10])=[CH:11][C:12]=1[O:13][CH3:14])(=[O:36])[CH2:19][CH2:20][CH2:21][CH2:22][CH2:23][CH2:24][CH2:25][CH2:26][CH2:27][CH2:28][CH2:29][CH2:30][CH2:31][CH2:32][CH2:33][CH2:34][CH3:35], predict the reactants needed to synthesize it. The reactants are: Br[CH2:2][CH2:3][O:4][C:5]1[C:12]([O:13][CH3:14])=[CH:11][C:8]([CH:9]=[O:10])=[C:7]([N+:15]([O-:17])=[O:16])[CH:6]=1.[C:18]([OH:37])(=[O:36])[CH2:19][CH2:20][CH2:21][CH2:22][CH2:23][CH2:24][CH2:25][CH2:26][CH2:27][CH2:28][CH2:29][CH2:30][CH2:31][CH2:32][CH2:33][CH2:34][CH3:35].C(=O)([O-])[O-].[K+].[K+].[I-].[Na+].